From a dataset of Catalyst prediction with 721,799 reactions and 888 catalyst types from USPTO. Predict which catalyst facilitates the given reaction. Reactant: N1[C:9]2[C:4](=[CH:5]C=CC=2)[CH:3]=C1C(O)=O.[Br:13][C:14]1[C:22]2[C:17](=[CH:18][CH:19]=[CH:20][CH:21]=2)[NH:16][C:15]=1[C:23]([OH:25])=[O:24].C(OC(OC(C)(C)C)N(C)C)(C)(C)C. Product: [Br:13][C:14]1[C:22]2[C:17](=[CH:18][CH:19]=[CH:20][CH:21]=2)[NH:16][C:15]=1[C:23]([O:25][C:4]([CH3:9])([CH3:5])[CH3:3])=[O:24]. The catalyst class is: 11.